From a dataset of Forward reaction prediction with 1.9M reactions from USPTO patents (1976-2016). Predict the product of the given reaction. The product is: [N:1]1[CH:6]=[CH:5][CH:4]=[CH:3][C:2]=1[C:18]([OH:17])([CH3:19])[CH3:12]. Given the reactants [N:1]1[CH:6]=[CH:5][CH:4]=[CH:3][C:2]=1C(OCC)=O.[CH3:12][Li].O.CC[O:17][CH2:18][CH3:19], predict the reaction product.